This data is from Forward reaction prediction with 1.9M reactions from USPTO patents (1976-2016). The task is: Predict the product of the given reaction. Given the reactants [F:1][C:2]([F:13])([F:12])[C:3]1[CH:4]=[C:5]([N:9]=[C:10]=[O:11])[CH:6]=[CH:7][CH:8]=1.Cl.O.[NH:16]1[CH2:21][CH2:20][C:19](=[O:22])[CH2:18][CH2:17]1.C(N(CC)C(C)C)(C)C, predict the reaction product. The product is: [O:22]=[C:19]1[CH2:20][CH2:21][N:16]([C:10]([NH:9][C:5]2[CH:6]=[CH:7][CH:8]=[C:3]([C:2]([F:12])([F:13])[F:1])[CH:4]=2)=[O:11])[CH2:17][CH2:18]1.